Dataset: Full USPTO retrosynthesis dataset with 1.9M reactions from patents (1976-2016). Task: Predict the reactants needed to synthesize the given product. (1) Given the product [C:41]([NH:44][C:45]1[CH:50]=[C:49]([C:13]2[N:12]=[C:11]3[N:17]([C:18]4[CH:19]=[CH:20][C:21]([C:24]5([NH:28][C:29](=[O:35])[O:30][C:31]([CH3:32])([CH3:34])[CH3:33])[CH2:27][CH2:26][CH2:25]5)=[CH:22][CH:23]=4)[C:8]([C:7]4[C:2]([NH2:1])=[N:3][CH:4]=[CH:5][CH:6]=4)=[N:9][C:10]3=[CH:15][CH:14]=2)[CH:48]=[CH:47][CH:46]=1)(=[O:43])[CH3:42], predict the reactants needed to synthesize it. The reactants are: [NH2:1][C:2]1[C:7]([C:8]2[N:17]([C:18]3[CH:23]=[CH:22][C:21]([C:24]4([NH:28][C:29](=[O:35])[O:30][C:31]([CH3:34])([CH3:33])[CH3:32])[CH2:27][CH2:26][CH2:25]4)=[CH:20][CH:19]=3)[C:11]3=[N:12][C:13](Cl)=[CH:14][CH:15]=[C:10]3[N:9]=2)=[CH:6][CH:5]=[CH:4][N:3]=1.C(=O)(O)[O-].[Na+].[C:41]([NH:44][C:45]1[CH:46]=[C:47](B(O)O)[CH:48]=[CH:49][CH:50]=1)(=[O:43])[CH3:42]. (2) Given the product [C:21]1([CH2:37][O:3][C@@H:2]2[C@H:4]([OH:5])[C@@H:6]([CH2:7][OH:8])[O:9][C@H:1]2[N:10]2[C:20]3[N:19]=[C:17]([NH2:18])[NH:16][C:14](=[O:15])[C:13]=3[N:12]=[CH:11]2)[C:34]2[C:35]3=[C:36]4[C:31](=[CH:32][CH:33]=2)[CH:30]=[CH:29][CH:28]=[C:27]4[CH:26]=[CH:25][C:24]3=[CH:23][CH:22]=1, predict the reactants needed to synthesize it. The reactants are: [C@@H:1]1([N:10]2[C:20]3[N:19]=[C:17]([NH2:18])[NH:16][C:14](=[O:15])[C:13]=3[N:12]=[CH:11]2)[O:9][C@H:6]([CH2:7][OH:8])[C@@H:4]([OH:5])[C@H:2]1[OH:3].[C:21]1([CH2:37]Cl)[C:34]2[C:35]3=[C:36]4[C:31](=[CH:32][CH:33]=2)[CH:30]=[CH:29][CH:28]=[C:27]4[CH:26]=[CH:25][C:24]3=[CH:23][CH:22]=1.[H-].[Na+]. (3) The reactants are: Br[C:2]1[CH:7]=[CH:6][C:5]([C:8]2[CH:13]=[CH:12][CH:11]=[CH:10][CH:9]=2)=[CH:4][CH:3]=1.[Li]CCCC.C1([C:25](=[O:34])[CH2:26][C:27]2[CH:28]=[C:29](C)[CH:30]=[CH:31][CH:32]=2)C=CC=CC=1. Given the product [C:5]1([C:8]2[CH:13]=[CH:12][CH:11]=[CH:10][CH:9]=2)[CH:6]=[CH:7][C:2]([C:25](=[O:34])[CH2:26][C:27]2[CH:28]=[CH:29][CH:30]=[CH:31][CH:32]=2)=[CH:3][CH:4]=1, predict the reactants needed to synthesize it. (4) Given the product [CH3:22][O:21][C:16]1[CH:15]=[C:5]([CH:6]=[CH:28][C:24]2[O:23][CH:27]=[CH:26][CH:25]=2)[CH:4]=[C:3]([O:2][CH3:1])[C:17]=1[CH:18]([CH3:19])[CH3:20], predict the reactants needed to synthesize it. The reactants are: [CH3:1][O:2][C:3]1[CH:4]=[C:5]([CH:15]=[C:16]([O:21][CH3:22])[C:17]=1[CH:18]([CH3:20])[CH3:19])[CH2:6]P(=O)(OCC)OCC.[O:23]1[CH:27]=[CH:26][CH:25]=[C:24]1[CH:28]=O. (5) Given the product [CH3:14][O:15][C:16](=[O:17])[C:18]([NH:13][C:10]1[CH:11]=[CH:12][C:3]([O:2][CH3:1])=[C:4]2[C:9]=1[N:8]=[CH:7][CH:6]=[CH:5]2)=[CH:19][C:20]([O:22][CH3:23])=[O:21], predict the reactants needed to synthesize it. The reactants are: [CH3:1][O:2][C:3]1[CH:12]=[CH:11][C:10]([NH2:13])=[C:9]2[C:4]=1[CH:5]=[CH:6][CH:7]=[N:8]2.[CH3:14][O:15][C:16]([C:18]#[C:19][C:20]([O:22][CH3:23])=[O:21])=[O:17].